Dataset: Forward reaction prediction with 1.9M reactions from USPTO patents (1976-2016). Task: Predict the product of the given reaction. (1) Given the reactants C([O:3][C:4]([C:6]1[CH:7]=[C:8]2[N:13]([C:14]=1[C:15]1[CH:20]=[CH:19][C:18]([F:21])=[CH:17][CH:16]=1)[CH:12]=[CH:11][C:10]([CH2:22][N:23]1[CH:27]=[C:26]([C:28]([OH:35])([C:31]([F:34])([F:33])[F:32])[CH2:29][CH3:30])[N:25]=[N:24]1)=[CH:9]2)=O)C.[H-].[H-].C([Al+]CC(C)C)C(C)C, predict the reaction product. The product is: [F:34][C:31]([F:32])([F:33])[C:28]([C:26]1[N:25]=[N:24][N:23]([CH2:22][C:10]2[CH:11]=[CH:12][N:13]3[C:8]([CH:9]=2)=[CH:7][C:6]([CH2:4][OH:3])=[C:14]3[C:15]2[CH:16]=[CH:17][C:18]([F:21])=[CH:19][CH:20]=2)[CH:27]=1)([OH:35])[CH2:29][CH3:30]. (2) Given the reactants [O:1]1[CH2:3][C@@H:2]1[CH2:4][O:5][C@@H:6]([C:8]1[CH:13]=[CH:12][CH:11]=[CH:10][C:9]=1[CH:14]=[CH:15][C:16]([O:18][CH3:19])=[O:17])[CH3:7], predict the reaction product. The product is: [O:1]1[CH2:3][C@@H:2]1[CH2:4][O:5][C@@H:6]([C:8]1[CH:13]=[CH:12][CH:11]=[CH:10][C:9]=1[CH2:14][CH2:15][C:16]([O:18][CH3:19])=[O:17])[CH3:7].